From a dataset of Forward reaction prediction with 1.9M reactions from USPTO patents (1976-2016). Predict the product of the given reaction. (1) The product is: [C:37]1([C:72]2[CH:73]=[CH:74][CH:75]=[CH:76][CH:77]=2)[CH:42]=[CH:41][C:40]([N:43]([C:59]2[CH:64]=[CH:63][C:62]([C:65]3[CH:66]=[CH:67][C:68]([C:19]4[CH:20]=[CH:21][C:22]5[C:23]6[C:10]([C:11]7[CH:12]=[CH:13][CH:14]=[CH:15][C:16]=7[C:17]=5[CH:18]=4)=[CH:9][C:8]4=[CH:7][C:6]5[C:26]([C:2]([CH3:36])([CH3:1])[CH:3]=[CH:4][CH:5]=5)=[C:25]4[CH:24]=6)=[CH:69][CH:70]=3)=[CH:61][CH:60]=2)[C:44]2[CH:56]=[CH:55][C:54]3[C:53]4[C:48](=[CH:49][CH:50]=[CH:51][CH:52]=4)[C:47]([CH3:58])([CH3:57])[C:46]=3[CH:45]=2)=[CH:39][CH:38]=1. Given the reactants [CH3:1][C:2]1([CH3:36])[C:26]2[C:6]([CH:7]=[C:8]3[C:25]=2[CH:24]=[C:23]2[C:10]([C:11]4[CH:12]=[CH:13][CH:14]=[CH:15][C:16]=4[C:17]4[CH:18]=[C:19](B5OC(C)(C)C(C)(C)O5)[CH:20]=[CH:21][C:22]=42)=[CH:9]3)=[CH:5][CH:4]=[CH:3]1.[C:37]1([C:72]2[CH:77]=[CH:76][CH:75]=[CH:74][CH:73]=2)[CH:42]=[CH:41][C:40]([N:43]([C:59]2[CH:64]=[CH:63][C:62]([C:65]3[CH:70]=[CH:69][C:68](Br)=[CH:67][CH:66]=3)=[CH:61][CH:60]=2)[C:44]2[CH:56]=[CH:55][C:54]3[C:53]4[C:48](=[CH:49][CH:50]=[CH:51][CH:52]=4)[C:47]([CH3:58])([CH3:57])[C:46]=3[CH:45]=2)=[CH:39][CH:38]=1.C([O-])([O-])=O.[Na+].[Na+].CCO, predict the reaction product. (2) Given the reactants [CH3:1][NH:2][C:3]1[CH:8]=[CH:7][CH:6]=[C:5]([N+:9]([O-:11])=[O:10])[CH:4]=1.[Cl:12][C:13]1[N:18]=[C:17](Cl)[C:16]([Cl:20])=[CH:15][N:14]=1.CCN(C(C)C)C(C)C, predict the reaction product. The product is: [Cl:12][C:13]1[N:18]=[C:17]([N:2]([CH3:1])[C:3]2[CH:8]=[CH:7][CH:6]=[C:5]([N+:9]([O-:11])=[O:10])[CH:4]=2)[C:16]([Cl:20])=[CH:15][N:14]=1. (3) Given the reactants [NH2:1][C:2]1[N:7]=[CH:6][C:5]([C:8]([N:10]=[S:11]([CH2:14][CH2:15][CH2:16][CH2:17][C:18]([O:20][CH3:21])=[O:19])([CH3:13])=[O:12])=[O:9])=[CH:4][C:3]=1[C:22]#[C:23][C:24]1[CH:29]=[CH:28][CH:27]=[C:26]([NH2:30])[CH:25]=1.[F:31][C:32]([F:43])([F:42])[C:33]1[CH:34]=[C:35]([CH:39]=[CH:40][CH:41]=1)[C:36](O)=[O:37], predict the reaction product. The product is: [NH2:1][C:2]1[N:7]=[CH:6][C:5]([C:8]([N:10]=[S:11]([CH2:14][CH2:15][CH2:16][CH2:17][C:18]([O:20][CH3:21])=[O:19])([CH3:13])=[O:12])=[O:9])=[CH:4][C:3]=1[C:22]#[C:23][C:24]1[CH:29]=[CH:28][CH:27]=[C:26]([NH:30][C:36](=[O:37])[C:35]2[CH:39]=[CH:40][CH:41]=[C:33]([C:32]([F:31])([F:42])[F:43])[CH:34]=2)[CH:25]=1. (4) Given the reactants [CH2:1]([C@H:8]([NH:39]C(=O)OC(C)(C)C)[C@@H:9]([OH:38])[CH2:10][C@@H:11]([NH:25][C:26](=[O:37])[C@H:27]([C:33]([CH3:36])([CH3:35])[CH3:34])[NH:28][C:29]([O:31][CH3:32])=[O:30])[CH2:12][C:13]1[CH:18]=[CH:17][C:16]([C:19]2[CH:24]=[CH:23][N:22]=[CH:21][CH:20]=2)=[CH:15][CH:14]=1)[C:2]1[CH:7]=[CH:6][CH:5]=[CH:4][CH:3]=1.FC(F)(F)C(O)=O, predict the reaction product. The product is: [NH2:39][C@@H:8]([CH2:1][C:2]1[CH:3]=[CH:4][CH:5]=[CH:6][CH:7]=1)[C@@H:9]([OH:38])[CH2:10][C@@H:11]([NH:25][C:26](=[O:37])[C@H:27]([C:33]([CH3:36])([CH3:35])[CH3:34])[NH:28][C:29]([O:31][CH3:32])=[O:30])[CH2:12][C:13]1[CH:14]=[CH:15][C:16]([C:19]2[CH:20]=[CH:21][N:22]=[CH:23][CH:24]=2)=[CH:17][CH:18]=1. (5) Given the reactants CO[Na].[CH:4](=[NH:6])[NH2:5].[Cl:7][CH:8]([C:14](=O)[CH3:15])[C:9](OCC)=[O:10], predict the reaction product. The product is: [OH:10][C:9]1[C:8]([Cl:7])=[C:14]([CH3:15])[N:5]=[CH:4][N:6]=1. (6) Given the reactants C([Li])CCC.[C:6]([NH:13][C:14]1[CH:19]=[CH:18][C:17](Br)=[CH:16][CH:15]=1)([O:8][C:9]([CH3:12])([CH3:11])[CH3:10])=[O:7].[O:21]1[CH2:26][CH2:25][C:24](=[O:27])[CH2:23][CH2:22]1.[NH4+].[Cl-], predict the reaction product. The product is: [C:9]([O:8][C:6](=[O:7])[NH:13][C:14]1[CH:19]=[CH:18][C:17]([C:24]2([OH:27])[CH2:25][CH2:26][O:21][CH2:22][CH2:23]2)=[CH:16][CH:15]=1)([CH3:12])([CH3:11])[CH3:10]. (7) Given the reactants [CH3:1][C:2]12[O:10][B:9]([C@@H:11]([NH:28][C:29]([C:31]3[CH:32]=[C:33]4[C:37](=[CH:38][CH:39]=3)[CH2:36][NH:35][CH2:34]4)=[O:30])[CH2:12][C:13]3[C:14]([O:26][CH3:27])=[C:15]([CH:23]=[CH:24][CH:25]=3)[C:16]([O:18][C:19]([CH3:22])([CH3:21])[CH3:20])=[O:17])[O:8][CH:7]1[CH2:6][CH:5]1[CH2:40][CH:3]2[C:4]1([CH3:42])[CH3:41].[CH:43](=O)[C:44]1[CH:49]=[CH:48][CH:47]=[N:46][CH:45]=1.O, predict the reaction product. The product is: [CH3:27][O:26][C:14]1[C:13]([CH2:12][C@H:11]([NH:28][C:29]([C:31]2[CH:32]=[C:33]3[C:37](=[CH:38][CH:39]=2)[CH2:36][N:35]([CH2:43][C:44]2[CH:45]=[N:46][CH:47]=[CH:48][CH:49]=2)[CH2:34]3)=[O:30])[B:9]2[O:8][CH:7]3[C:2]([CH3:1])([CH:3]4[CH2:40][CH:5]([CH2:6]3)[C:4]4([CH3:42])[CH3:41])[O:10]2)=[CH:25][CH:24]=[CH:23][C:15]=1[C:16]([O:18][C:19]([CH3:20])([CH3:21])[CH3:22])=[O:17].